From a dataset of Retrosynthesis with 50K atom-mapped reactions and 10 reaction types from USPTO. Predict the reactants needed to synthesize the given product. (1) The reactants are: C1COCCN1.Cc1ccc(-c2cc3nc(Cl)cc(Cl)n3n2)cc1. Given the product Cc1ccc(-c2cc3nc(Cl)cc(N4CCOCC4)n3n2)cc1, predict the reactants needed to synthesize it. (2) Given the product CC1CCCCN1c1ccc(C(=O)O)cc1N, predict the reactants needed to synthesize it. The reactants are: CC1CCCCN1c1ccc(C(=O)O)cc1[N+](=O)[O-]. (3) The reactants are: COc1cccc(Nc2nc3cnc(Br)cn3n2)c1.O=C([O-])[O-]. Given the product COc1cccc(Nc2nc3cnc(C)cn3n2)c1, predict the reactants needed to synthesize it. (4) Given the product CC(C)[C@@H]1CN(c2nc(C3CC3)c3c(c2C#N)CC(C)(C)OC3)CCN1, predict the reactants needed to synthesize it. The reactants are: CC(C)[C@@H]1CNCCN1.CC1(C)Cc2c(C#N)c(OS(=O)(=O)C(F)(F)F)nc(C3CC3)c2CO1.